Dataset: Full USPTO retrosynthesis dataset with 1.9M reactions from patents (1976-2016). Task: Predict the reactants needed to synthesize the given product. (1) The reactants are: N[CH2:2][CH:3]1[CH2:6][CH:5]([OH:7])[CH2:4]1.[C:8](O[C:8]([O:10][C:11]([CH3:14])([CH3:13])[CH3:12])=[O:9])([O:10][C:11]([CH3:14])([CH3:13])[CH3:12])=[O:9].C([N:25](CC)CC)C. Given the product [C:8](=[O:9])([O:10][C:11]([CH3:14])([CH3:13])[CH2:12][CH2:2][CH:3]1[CH2:6][CH:5]([OH:7])[CH2:4]1)[NH2:25], predict the reactants needed to synthesize it. (2) Given the product [F:1][C:2]1[C:7]([O:8][C:9]2[CH:14]=[CH:13][CH:12]=[CH:11][CH:10]=2)=[C:6]([CH:15]=[CH2:16])[CH:5]=[CH:4][C:3]=1[CH:17]([NH2:25])[CH2:18][C:19]1[CH:24]=[CH:23][N:22]=[CH:21][CH:20]=1, predict the reactants needed to synthesize it. The reactants are: [F:1][C:2]1[C:7]([O:8][C:9]2[CH:14]=[CH:13][CH:12]=[CH:11][CH:10]=2)=[C:6]([CH:15]=[CH2:16])[CH:5]=[CH:4][C:3]=1[CH:17]([NH:25]S(C(C)(C)C)=O)[CH2:18][C:19]1[CH:24]=[CH:23][N:22]=[CH:21][CH:20]=1.Cl.